From a dataset of Reaction yield outcomes from USPTO patents with 853,638 reactions. Predict the reaction yield, written as a fraction of the theoretical maximum amount of product (1.0 means a 100% yield; for example, 0.34 means a 34% yield). (1) The reactants are [Br:1][C:2]1[CH:3]=[C:4]2[C:9](=[CH:10][CH:11]=1)[NH:8][C:7](=[O:12])[CH:6]=[C:5]2[C:13]1[CH:18]=[CH:17][CH:16]=[C:15]([O:19][CH2:20][CH3:21])[CH:14]=1.F[B-](F)(F)F.[CH3:27][O+](C)C.[OH-].[Na+]. The catalyst is ClC(Cl)C. The product is [Br:1][C:2]1[CH:3]=[C:4]2[C:9](=[CH:10][CH:11]=1)[N:8]=[C:7]([O:12][CH3:27])[CH:6]=[C:5]2[C:13]1[CH:18]=[CH:17][CH:16]=[C:15]([O:19][CH2:20][CH3:21])[CH:14]=1. The yield is 0.580. (2) The product is [CH2:1]([O:3][C:4]([C:6]1[O:10][C:9]([CH2:11][O:12][C:13]2[CH:14]=[CH:15][CH:16]=[CH:17][CH:18]=2)=[N:8][C:7]=1[CH2:19][CH2:20][NH2:21])=[O:5])[CH3:2]. The yield is 0.920. The reactants are [CH2:1]([O:3][C:4]([C:6]1[O:10][C:9]([CH2:11][O:12][C:13]2[CH:18]=[CH:17][CH:16]=[CH:15][CH:14]=2)=[N:8][C:7]=1[CH2:19][CH2:20][NH:21]C(OCC1C=CC=CC=1)=O)=[O:5])[CH3:2]. The catalyst is [Pd].CCO. (3) The reactants are [NH2:1][CH:2]1[CH2:11][C:10]2[CH:9]=[C:8]([C:12]([O:14][CH3:15])=[O:13])[CH:7]=[CH:6][C:5]=2[CH2:4][CH2:3]1.Cl.C(N(CC)CC)C.[C:24]1([S:30](Cl)(=[O:32])=[O:31])[CH:29]=[CH:28][CH:27]=[CH:26][CH:25]=1. The catalyst is CN(C=O)C. The product is [C:24]1([S:30]([NH:1][CH:2]2[CH2:11][C:10]3[CH:9]=[C:8]([C:12]([O:14][CH3:15])=[O:13])[CH:7]=[CH:6][C:5]=3[CH2:4][CH2:3]2)(=[O:32])=[O:31])[CH:29]=[CH:28][CH:27]=[CH:26][CH:25]=1. The yield is 0.650. (4) The reactants are Cl[C:2]1[C:3](=[O:25])[N:4]([CH2:17][CH2:18][C:19]2[CH:24]=[CH:23][CH:22]=[CH:21][CH:20]=2)[C:5]([C:9]2[CH:14]=[CH:13][CH:12]=[CH:11][C:10]=2[O:15][CH3:16])=[N:6][C:7]=1[CH3:8].[F-].[Cs+].C([Sn](CCCC)(CCCC)[C:33]1[S:34][CH:35]=[CH:36][CH:37]=1)CCC. The catalyst is O1CCOCC1. The product is [CH3:8][C:7]1[N:6]=[C:5]([C:9]2[CH:14]=[CH:13][CH:12]=[CH:11][C:10]=2[O:15][CH3:16])[N:4]([CH2:17][CH2:18][C:19]2[CH:24]=[CH:23][CH:22]=[CH:21][CH:20]=2)[C:3](=[O:25])[C:2]=1[C:33]1[S:34][CH:35]=[CH:36][CH:37]=1. The yield is 0.540. (5) The reactants are [F:1][C:2]1[CH:20]=[C:19]2[C:5]([CH2:6][C:7]3[C:15]4[CH:14]=[CH:13][C:12]([O:16][CH3:17])=[CH:11][C:10]=4[N:9]([CH3:18])[C:8]=32)=[CH:4][CH:3]=1.[Li]CCCC.[CH3:26][Si:27](Cl)([CH3:29])[CH3:28]. The catalyst is CCOCC. The product is [F:1][C:2]1[CH:20]=[C:19]2[C:5]([CH:6]([Si:27]([CH3:29])([CH3:28])[CH3:26])[C:7]3[C:15]4[CH:14]=[CH:13][C:12]([O:16][CH3:17])=[CH:11][C:10]=4[N:9]([CH3:18])[C:8]=32)=[CH:4][CH:3]=1. The yield is 0.620. (6) The reactants are FC(F)(F)C(O)=O.[CH3:8][O:9][C:10](=[O:33])[C@H:11]([CH2:23][C:24]1[CH:29]=[CH:28][C:27]([N+:30]([O-:32])=[O:31])=[CH:26][CH:25]=1)[NH:12][C:13]([C:15]1([CH2:20][CH2:21][NH2:22])[CH2:19][CH2:18][CH2:17][CH2:16]1)=[O:14].C(N(C(C)C)CC)(C)C.[C:43](O[C:43]([O:45][C:46]([CH3:49])([CH3:48])[CH3:47])=[O:44])([O:45][C:46]([CH3:49])([CH3:48])[CH3:47])=[O:44]. The catalyst is O1CCOCC1. The product is [CH3:8][O:9][C:10](=[O:33])[C@H:11]([CH2:23][C:24]1[CH:29]=[CH:28][C:27]([N+:30]([O-:32])=[O:31])=[CH:26][CH:25]=1)[NH:12][C:13]([C:15]1([CH2:20][CH2:21][NH:22][C:43]([O:45][C:46]([CH3:49])([CH3:48])[CH3:47])=[O:44])[CH2:16][CH2:17][CH2:18][CH2:19]1)=[O:14]. The yield is 0.950. (7) The reactants are [F:1][C:2]1[C:3]([C:8]2[CH:9]=[N:10][NH:11][C:12]=2[NH2:13])=[N:4][CH:5]=[CH:6][CH:7]=1.[O:14]1[C:18]2[CH:19]=[CH:20][C:21]([C:23](=O)[CH2:24][C:25](OCC)=[O:26])=[CH:22][C:17]=2[O:16][CH2:15]1. The catalyst is CCCCO.CC1C=CC(S(O)(=O)=O)=CC=1. The product is [O:14]1[C:18]2[CH:19]=[CH:20][C:21]([C:23]3[NH:13][C:12]4[N:11]([N:10]=[CH:9][C:8]=4[C:3]4[C:2]([F:1])=[CH:7][CH:6]=[CH:5][N:4]=4)[C:25](=[O:26])[CH:24]=3)=[CH:22][C:17]=2[O:16][CH2:15]1. The yield is 0.630. (8) The reactants are [NH2:1][C:2]1[C:7]2=[C:8]([C:16]3[CH:21]=[CH:20][C:19]([N+:22]([O-])=O)=[CH:18][CH:17]=3)[C:9]([C:11]([O:13][CH2:14][CH3:15])=[O:12])=[CH:10][N:6]2[N:5]=[CH:4][N:3]=1. The catalyst is [Ni].C(O)C.C1COCC1. The product is [NH2:1][C:2]1[C:7]2=[C:8]([C:16]3[CH:17]=[CH:18][C:19]([NH2:22])=[CH:20][CH:21]=3)[C:9]([C:11]([O:13][CH2:14][CH3:15])=[O:12])=[CH:10][N:6]2[N:5]=[CH:4][N:3]=1. The yield is 0.960. (9) The reactants are Cl[C:2]1[C:3]2[CH:20]=[CH:19][N:18]([CH2:21][CH2:22][O:23][CH3:24])[C:4]=2[N:5]=[C:6]([S:8]([C:11]2[CH:16]=[CH:15][C:14]([F:17])=[CH:13][CH:12]=2)(=[O:10])=[O:9])[N:7]=1.[CH3:25][C:26]1[NH:30][N:29]=[C:28]([NH2:31])[CH:27]=1.[I-].[Na+].CCN(C(C)C)C(C)C. The catalyst is CN(C=O)C. The product is [F:17][C:14]1[CH:15]=[CH:16][C:11]([S:8]([C:6]2[N:7]=[C:2]([NH:31][C:28]3[CH:27]=[C:26]([CH3:25])[NH:30][N:29]=3)[C:3]3[CH:20]=[CH:19][N:18]([CH2:21][CH2:22][O:23][CH3:24])[C:4]=3[N:5]=2)(=[O:10])=[O:9])=[CH:12][CH:13]=1. The yield is 0.260.